Dataset: Reaction yield outcomes from USPTO patents with 853,638 reactions. Task: Predict the reaction yield, written as a fraction of the theoretical maximum amount of product (1.0 means a 100% yield; for example, 0.34 means a 34% yield). (1) The reactants are [K+].[CH3:2][S:3]([N:6]1[CH2:11][CH2:10][N:9]([C:12]2[CH:17]=[CH:16][C:15]([C:18](=[O:32])/[CH:19]=[CH:20]/[C:21]3[CH:26]=[CH:25][C:24](/[CH:27]=[CH:28]/[C:29]([O-:31])=O)=[CH:23][CH:22]=3)=[CH:14][CH:13]=2)[CH2:8][CH2:7]1)(=[O:5])=[O:4].C1C=CC2[N:41]([OH:42])N=NC=2C=1.C(Cl)C[Cl:45].NOC1CCCCO1. The catalyst is C1COCC1.CN(C=O)C. The product is [ClH:45].[OH:42][NH:41][C:29](=[O:31])/[CH:28]=[CH:27]/[C:24]1[CH:25]=[CH:26][C:21](/[CH:20]=[CH:19]/[C:18]([C:15]2[CH:14]=[CH:13][C:12]([N:9]3[CH2:10][CH2:11][N:6]([S:3]([CH3:2])(=[O:4])=[O:5])[CH2:7][CH2:8]3)=[CH:17][CH:16]=2)=[O:32])=[CH:22][CH:23]=1. The yield is 0.110. (2) The reactants are [Br:1][C:2]1[CH:7]=[CH:6][C:5]([C:8]([C:10]2[CH:15]=[CH:14][C:13]([O:16]C)=[CH:12][CH:11]=2)=[O:9])=[C:4]([Cl:18])[CH:3]=1.[Al+3].[Cl-].[Cl-].[Cl-].O. The catalyst is C1C=CC=CC=1. The product is [Br:1][C:2]1[CH:7]=[CH:6][C:5]([C:8]([C:10]2[CH:15]=[CH:14][C:13]([OH:16])=[CH:12][CH:11]=2)=[O:9])=[C:4]([Cl:18])[CH:3]=1. The yield is 0.740. (3) The reactants are [OH-].[Na+].Br[CH2:4][CH2:5]Cl.[N:7]1[C:16]2[C:11](=[CH:12][C:13]([CH2:17][C:18]#[N:19])=[CH:14][CH:15]=2)[CH:10]=[CH:9][CH:8]=1. The catalyst is [Cl-].C([N+](CC)(CC)CC)C1C=CC=CC=1.O. The product is [N:7]1[C:16]2[C:11](=[CH:12][C:13]([C:17]3([C:18]#[N:19])[CH2:5][CH2:4]3)=[CH:14][CH:15]=2)[CH:10]=[CH:9][CH:8]=1. The yield is 0.960. (4) The reactants are C[N:2]([CH:4]=[C:5]1[C:13](=O)[C:12]2[N:11]([CH3:15])[N:10]=[C:9]([C:16]([O:18][CH2:19][CH3:20])=[O:17])[C:8]=2[CH2:7][CH2:6]1)[CH3:3].S(O)(O)(=O)=O.C[NH:27]C(=N)O.[C:31](=[O:34])([O-])[O-].[K+].[K+]. The catalyst is C(#N)C. The product is [CH3:31][O:34][C:3]1[N:2]=[CH:4][C:5]2[CH2:6][CH2:7][C:8]3[C:9]([C:16]([O:18][CH2:19][CH3:20])=[O:17])=[N:10][N:11]([CH3:15])[C:12]=3[C:13]=2[N:27]=1. The yield is 0.860. (5) The reactants are [C:1]([C:5]1[CH:17]=[CH:16][C:8]([O:9][CH2:10][C:11]([O:13][CH2:14][CH3:15])=[O:12])=[CH:7][CH:6]=1)(=O)[CH2:2][CH3:3].Cl.[NH2:19][OH:20].C([O-])(=O)C.[Na+]. The catalyst is CO.O. The product is [OH:20][N:19]=[C:1]([C:5]1[CH:17]=[CH:16][C:8]([O:9][CH2:10][C:11]([O:13][CH2:14][CH3:15])=[O:12])=[CH:7][CH:6]=1)[CH2:2][CH3:3]. The yield is 0.760. (6) The reactants are [N:1]#[C:2][NH2:3].[CH3:4][O-].[Na+].[CH3:7][O:8][C:9](=[O:31])[C:10]1[CH:15]=[CH:14][C:13]([S:16][C:17]2[C:22]([C:23]([F:26])([F:25])[F:24])=[CH:21][C:20]([N:27]=[C:28]=[S:29])=[CH:19][C:18]=2[Cl:30])=[CH:12][CH:11]=1.IC. The catalyst is C(OCC)(=O)C.CO.C1(C)C=CC=CC=1. The product is [Cl:30][C:18]1[CH:19]=[C:20]([NH:27][C:28](=[N:1][C:2]#[N:3])[S:29][CH3:4])[CH:21]=[C:22]([C:23]([F:25])([F:26])[F:24])[C:17]=1[S:16][C:13]1[CH:14]=[CH:15][C:10]([C:9]([O:8][CH3:7])=[O:31])=[CH:11][CH:12]=1. The yield is 0.455. (7) The yield is 0.690. The product is [CH3:22][O:23][C:24]([C:26]1[CH2:27][N:28]([CH2:32][CH2:33][CH2:34][CH2:35][CH2:36][CH2:37][CH2:38][CH2:39][C:2](=[O:3])[CH:4]([C:6]2[CH:15]=[CH:14][C:9]([CH2:10][CH:11]([CH3:13])[CH3:12])=[CH:8][CH:7]=2)[CH3:5])[CH2:29][CH2:30][CH:31]=1)=[O:25]. The catalyst is ClCCl. The reactants are O[C:2]([CH:4]([C:6]1[CH:15]=[CH:14][C:9]([CH2:10][CH:11]([CH3:13])[CH3:12])=[CH:8][CH:7]=1)[CH3:5])=[O:3].C(Cl)(=O)C(Cl)=O.[CH3:22][O:23][C:24]([C:26]1[CH2:27][N:28]([CH2:32][CH2:33][CH2:34][CH2:35][CH2:36][CH2:37][CH2:38][CH2:39]O)[CH2:29][CH2:30][CH:31]=1)=[O:25].C(Cl)(Cl)Cl. (8) The reactants are C([Si]([C:8]#[C:9][C:10]1[C:15]([CH2:16][C:17]([O:19][CH2:20][CH3:21])=[O:18])=[CH:14][N:13]=[CH:12][N:11]=1)(CC)CC)C.C(O)(=O)C.CCCC[N+](CCCC)(CCCC)CCCC.[F-].C([O-])(O)=O.[Na+]. The catalyst is C1COCC1.C(Cl)Cl. The product is [C:9]([C:10]1[C:15]([CH2:16][C:17]([O:19][CH2:20][CH3:21])=[O:18])=[CH:14][N:13]=[CH:12][N:11]=1)#[CH:8]. The yield is 0.540. (9) The reactants are CI.[CH2:3]([O:10][C:11]1[C:16](=[O:17])[C:15]([CH2:18][C:19]([F:22])([F:21])[F:20])=[CH:14][NH:13][C:12]=1[CH3:23])[C:4]1[CH:9]=[CH:8][CH:7]=[CH:6][CH:5]=1.[C:24](=O)([O-])[O-].[K+].[K+]. The catalyst is C(#N)C.ClCCl. The product is [CH2:3]([O:10][C:11]1[C:16](=[O:17])[C:15]([CH2:18][C:19]([F:22])([F:21])[F:20])=[CH:14][N:13]([CH3:24])[C:12]=1[CH3:23])[C:4]1[CH:5]=[CH:6][CH:7]=[CH:8][CH:9]=1. The yield is 0.950.